Dataset: Reaction yield outcomes from USPTO patents with 853,638 reactions. Task: Predict the reaction yield, written as a fraction of the theoretical maximum amount of product (1.0 means a 100% yield; for example, 0.34 means a 34% yield). (1) The reactants are [CH2:1]([O:3][C:4](=[O:17])[C:5](=O)[CH2:6][C:7]([C:9]1[CH:14]=[CH:13][CH:12]=[C:11]([Cl:15])[CH:10]=1)=[O:8])[CH3:2].Cl.[NH2:19]O.O. The catalyst is C(O)C. The product is [Cl:15][C:11]1[CH:10]=[C:9]([C:7]2[O:8][N:19]=[C:5]([C:4]([O:3][CH2:1][CH3:2])=[O:17])[CH:6]=2)[CH:14]=[CH:13][CH:12]=1. The yield is 0.985. (2) The reactants are [H-].[Na+].[CH3:3][C@@H:4]([OH:7])[CH2:5][OH:6].F[C:9]1[N:14]=[CH:13][C:12]([C:15]2[C:16]([CH3:34])=[N:17][CH:18]=[C:19]([NH:21][C:22](=[O:33])[C:23]3[CH:28]=[CH:27][CH:26]=[C:25]([C:29]([F:32])([F:31])[F:30])[CH:24]=3)[CH:20]=2)=[CH:11][C:10]=1[N:35]1[CH2:40][CH2:39][O:38][CH2:37][CH2:36]1. The catalyst is CC(N(C)C)=O. The product is [OH:7][C@H:4]([CH3:3])[CH2:5][O:6][C:9]1[N:14]=[CH:13][C:12]([C:15]2[C:16]([CH3:34])=[N:17][CH:18]=[C:19]([NH:21][C:22](=[O:33])[C:23]3[CH:28]=[CH:27][CH:26]=[C:25]([C:29]([F:30])([F:32])[F:31])[CH:24]=3)[CH:20]=2)=[CH:11][C:10]=1[N:35]1[CH2:40][CH2:39][O:38][CH2:37][CH2:36]1. The yield is 0.100. (3) The reactants are C(OC([N:8]1[CH2:37][CH2:36][C:11]2([C:16](=[O:17])[N:15]([C:18]3[C:19]([CH3:35])=[N:20][C:21]([N:24]4[CH2:28][CH2:27][C@@H:26]([N:29]5[CH2:33][CH2:32][CH2:31][C@@H:30]5[CH3:34])[CH2:25]4)=[CH:22][CH:23]=3)[CH2:14][CH2:13][CH2:12]2)[CH2:10][CH2:9]1)=O)(C)(C)C.[ClH:38]. The catalyst is CO.CCO. The product is [ClH:38].[CH3:35][C:19]1[C:18]([N:15]2[CH2:14][CH2:13][CH2:12][C:11]3([CH2:10][CH2:9][NH:8][CH2:37][CH2:36]3)[C:16]2=[O:17])=[CH:23][CH:22]=[C:21]([N:24]2[CH2:28][CH2:27][C@@H:26]([N:29]3[CH2:33][CH2:32][CH2:31][C@@H:30]3[CH3:34])[CH2:25]2)[N:20]=1. The yield is 1.00. (4) The product is [CH3:19][O:20][C:21](=[O:37])[CH2:22][O:23][CH2:24]/[CH:25]=[CH:26]\[CH2:27][N:28]1[C@@H:29](/[CH:35]=[CH:5]/[C:4](=[O:3])[CH2:12][C:13]2[CH:14]=[CH:15][CH:16]=[CH:17][CH:18]=2)[CH2:30][CH2:31][CH2:32][C:33]1=[O:34]. The catalyst is C1COCC1. The reactants are [H-].[Na+].[O:3]=[C:4]([CH2:12][C:13]1[CH:18]=[CH:17][CH:16]=[CH:15][CH:14]=1)[CH2:5]P(=O)(OC)OC.[CH3:19][O:20][C:21](=[O:37])[CH2:22][O:23][CH2:24]/[CH:25]=[CH:26]\[CH2:27][N:28]1[C:33](=[O:34])[CH2:32][CH2:31][CH2:30][C@@H:29]1[CH:35]=O. The yield is 0.420. (5) The reactants are Br[C:2]1[CH:7]=[CH:6][C:5]([N:8]2[C:12]([CH2:13][C@@H:14]3[CH2:18][CH2:17][N:16]([C:19]([CH:21]4[CH2:23][CH2:22]4)=[O:20])[CH2:15]3)=[N:11][NH:10][C:9]2=[O:24])=[CH:4][CH:3]=1.[NH:25]1[C:33]2[C:28](=[C:29](B(O)O)[CH:30]=[CH:31][CH:32]=2)[CH:27]=[CH:26]1.C(=O)([O-])[O-].[K+].[K+]. The catalyst is O1CCOCC1.C1C=CC(P(C2C=CC=CC=2)[C-]2C=CC=C2)=CC=1.C1C=CC(P(C2C=CC=CC=2)[C-]2C=CC=C2)=CC=1.Cl[Pd]Cl.[Fe+2].ClCCl. The product is [CH:21]1([C:19]([N:16]2[CH2:17][CH2:18][C@@H:14]([CH2:13][C:12]3[N:8]([C:5]4[CH:6]=[CH:7][C:2]([C:29]5[CH:30]=[CH:31][CH:32]=[C:33]6[C:28]=5[CH:27]=[CH:26][NH:25]6)=[CH:3][CH:4]=4)[C:9](=[O:24])[NH:10][N:11]=3)[CH2:15]2)=[O:20])[CH2:23][CH2:22]1. The yield is 0.480. (6) The reactants are [Cl:1][C:2]1[CH:7]=[CH:6][N:5]=[C:4]([O:8][CH3:9])[CH:3]=1.[Br:10]N1C(=O)CCC1=O.O. The catalyst is CN(C)C=O. The product is [Br:10][C:7]1[C:2]([Cl:1])=[CH:3][C:4]([O:8][CH3:9])=[N:5][CH:6]=1. The yield is 0.800. (7) The reactants are C(OC(=O)[NH:7][C:8]1[N:13]=[CH:12][C:11]([C:14]2[N:22]=[C:21]3[C:17]([N:18]=[C:19]([N:28]4[CH2:33][CH2:32][NH:31][CH2:30][CH2:29]4)[N:20]3[CH2:23][C:24]([F:27])([F:26])[F:25])=[C:16]([N:34]3[CH2:39][CH2:38][O:37][CH2:36][CH2:35]3)[N:15]=2)=[CH:10][N:9]=1)(C)(C)C.[F:41][C:42]([F:47])([F:46])[C:43]([OH:45])=[O:44]. The catalyst is C(Cl)Cl. The product is [F:41][C:42]([F:47])([F:46])[C:43]([OH:45])=[O:44].[N:34]1([C:16]2[N:15]=[C:14]([C:11]3[CH:12]=[N:13][C:8]([NH2:7])=[N:9][CH:10]=3)[N:22]=[C:21]3[C:17]=2[N:18]=[C:19]([N:28]2[CH2:29][CH2:30][NH:31][CH2:32][CH2:33]2)[N:20]3[CH2:23][C:24]([F:25])([F:27])[F:26])[CH2:39][CH2:38][O:37][CH2:36][CH2:35]1. The yield is 1.00.